This data is from Forward reaction prediction with 1.9M reactions from USPTO patents (1976-2016). The task is: Predict the product of the given reaction. (1) Given the reactants C(OC([NH:8][C:9]1[C:17]2[C:12](=[CH:13][CH:14]=[CH:15][CH:16]=2)[C:11]([C:26]2[CH:27]=[CH:28][C:29](OS([C:44]([F:47])([F:46])[F:45])(=O)=O)=[C:30]([C:32]3[CH:37]=[CH:36][CH:35]=[C:34]([O:38][CH3:39])[CH:33]=3)[CH:31]=2)([C:18]2[CH:23]=[CH:22][C:21]([O:24][CH3:25])=[CH:20][CH:19]=2)[N:10]=1)=O)(C)(C)C.P([O-])([O-])([O-])=O.[K+].[K+].[K+].COCC[O:60][CH3:61].O.C([OH:65])C, predict the reaction product. The product is: [F:47][C:44]([F:45])([F:46])[C:61]([OH:60])=[O:65].[CH3:39][O:38][C:34]1[CH:33]=[C:32]([C:30]2[CH:29]=[CH:28][CH:27]=[C:26]([C:11]3([C:18]4[CH:19]=[CH:20][C:21]([O:24][CH3:25])=[CH:22][CH:23]=4)[C:12]4[C:17](=[CH:16][CH:15]=[CH:14][CH:13]=4)[C:9]([NH2:8])=[N:10]3)[CH:31]=2)[CH:37]=[CH:36][CH:35]=1. (2) The product is: [C:12]1([CH:10]([N:9]2[CH2:2][CH:3]3[CH:8]2[CH2:7][CH2:6][N:5]([C:18]([O:20][C:21]([CH3:24])([CH3:23])[CH3:22])=[O:19])[CH2:4]3)[CH3:11])[CH:17]=[CH:16][CH:15]=[CH:14][CH:13]=1. Given the reactants O[CH2:2][CH:3]1[CH:8]([NH:9][CH:10]([C:12]2[CH:17]=[CH:16][CH:15]=[CH:14][CH:13]=2)[CH3:11])[CH2:7][CH2:6][N:5]([C:18]([O:20][C:21]([CH3:24])([CH3:23])[CH3:22])=[O:19])[CH2:4]1.C(N(CC)CC)C.CS(Cl)(=O)=O.C(=O)([O-])[O-].[Cs+].[Cs+], predict the reaction product.